From a dataset of NCI-60 drug combinations with 297,098 pairs across 59 cell lines. Regression. Given two drug SMILES strings and cell line genomic features, predict the synergy score measuring deviation from expected non-interaction effect. (1) Drug 1: C1=CC(=CC=C1CCC2=CNC3=C2C(=O)NC(=N3)N)C(=O)NC(CCC(=O)O)C(=O)O. Drug 2: CCCS(=O)(=O)NC1=C(C(=C(C=C1)F)C(=O)C2=CNC3=C2C=C(C=N3)C4=CC=C(C=C4)Cl)F. Cell line: K-562. Synergy scores: CSS=36.0, Synergy_ZIP=-3.68, Synergy_Bliss=-9.58, Synergy_Loewe=-33.1, Synergy_HSA=-10.8. (2) Drug 1: C1C(C(OC1N2C=NC3=C(N=C(N=C32)Cl)N)CO)O. Drug 2: C1=CC=C(C(=C1)C(C2=CC=C(C=C2)Cl)C(Cl)Cl)Cl. Cell line: OVCAR-5. Synergy scores: CSS=35.2, Synergy_ZIP=1.22, Synergy_Bliss=1.57, Synergy_Loewe=-35.9, Synergy_HSA=0.658. (3) Drug 1: CCCCC(=O)OCC(=O)C1(CC(C2=C(C1)C(=C3C(=C2O)C(=O)C4=C(C3=O)C=CC=C4OC)O)OC5CC(C(C(O5)C)O)NC(=O)C(F)(F)F)O. Drug 2: N.N.Cl[Pt+2]Cl. Cell line: SK-MEL-28. Synergy scores: CSS=52.8, Synergy_ZIP=0.784, Synergy_Bliss=2.63, Synergy_Loewe=1.13, Synergy_HSA=6.01. (4) Drug 1: CN(C)N=NC1=C(NC=N1)C(=O)N. Drug 2: C1=NC2=C(N1)C(=S)N=CN2. Cell line: NCI-H322M. Synergy scores: CSS=-14.0, Synergy_ZIP=-10.5, Synergy_Bliss=-30.9, Synergy_Loewe=-70.0, Synergy_HSA=-33.3.